Dataset: CYP2D6 inhibition data for predicting drug metabolism from PubChem BioAssay. Task: Regression/Classification. Given a drug SMILES string, predict its absorption, distribution, metabolism, or excretion properties. Task type varies by dataset: regression for continuous measurements (e.g., permeability, clearance, half-life) or binary classification for categorical outcomes (e.g., BBB penetration, CYP inhibition). Dataset: cyp2d6_veith. (1) The compound is Cc1ccc(SCC(=O)N2c3ccccc3Sc3ccccc32)cc1. The result is 0 (non-inhibitor). (2) The molecule is CCCCOC(=O)C1=C(C)Nc2nnnn2C1c1ccc(OC)c(OC)c1OC. The result is 0 (non-inhibitor). (3) The molecule is CNc1ncc(C(=O)c2ccccc2)s1. The result is 0 (non-inhibitor). (4) The drug is COc1cc(Cl)c(C)cc1NC(=O)CNC(=O)Cn1cnc2ccccc2c1=O. The result is 0 (non-inhibitor). (5) The drug is COc1cc2c(cc1OC)-c1cc3nc4ccccc4nc3n1C(C)(C)C2. The result is 0 (non-inhibitor). (6) The molecule is CN1CCN(c2nc(-c3ccccc3)cc(C(F)(F)F)n2)CC1. The result is 1 (inhibitor).